From a dataset of Catalyst prediction with 721,799 reactions and 888 catalyst types from USPTO. Predict which catalyst facilitates the given reaction. (1) Reactant: Br[CH2:2][CH2:3][CH2:4][C:5]1[CH:10]=[CH:9][C:8]([C:11]2[CH:16]=[CH:15][C:14]([C:17]([O:19][CH2:20][CH3:21])=[O:18])=[CH:13][CH:12]=2)=[CH:7][C:6]=1[C:22]1[CH:27]=[CH:26][C:25]([N:28]([CH2:31][CH3:32])[CH2:29][CH3:30])=[C:24]([C:33]([CH3:36])([CH3:35])[CH3:34])[CH:23]=1.[C:37]1(=[O:47])[C:45]2[C:40](=[CH:41][CH:42]=[CH:43][CH:44]=2)[C:39](=[O:46])[NH:38]1.C(=O)([O-])[O-].[K+].[K+].Cl. Product: [C:33]([C:24]1[CH:23]=[C:22]([C:6]2[CH:7]=[C:8]([C:11]3[CH:16]=[CH:15][C:14]([C:17]([O:19][CH2:20][CH3:21])=[O:18])=[CH:13][CH:12]=3)[CH:9]=[CH:10][C:5]=2[CH2:4][CH2:3][CH2:2][N:38]2[C:39](=[O:46])[C:40]3[C:45](=[CH:44][CH:43]=[CH:42][CH:41]=3)[C:37]2=[O:47])[CH:27]=[CH:26][C:25]=1[N:28]([CH2:29][CH3:30])[CH2:31][CH3:32])([CH3:36])([CH3:35])[CH3:34]. The catalyst class is: 35. (2) Reactant: [Si:1]([O:8][CH2:9][CH2:10][CH:11]=[O:12])([C:4]([CH3:7])([CH3:6])[CH3:5])([CH3:3])[CH3:2].[Cl:13][C:14]1[C:19]([Li])=[CH:18][CH:17]=[CH:16][N:15]=1.[Li+].CC([N-]C(C)C)C.ClC1C=CC=CN=1. Product: [Si:1]([O:8][CH2:9][CH2:10][CH:11]([C:19]1[C:14]([Cl:13])=[N:15][CH:16]=[CH:17][CH:18]=1)[OH:12])([C:4]([CH3:7])([CH3:6])[CH3:5])([CH3:3])[CH3:2]. The catalyst class is: 1. (3) Reactant: [Br:1][C:2]1[C:3]2[C:4]([C:19](=[O:27])[C:20]3[CH:25]=[CH:24][C:23]([Cl:26])=[CH:22][CH:21]=3)=[C:5]3[CH:14]([CH2:15][C:16]([OH:18])=[O:17])[CH2:13][CH2:12][N:6]3[C:7]=2[CH:8]=[C:9]([F:11])[CH:10]=1.[C:28](OC(O[C:28]([CH3:31])([CH3:30])[CH3:29])N(C)C)([CH3:31])([CH3:30])[CH3:29]. Product: [Br:1][C:2]1[C:3]2[C:4]([C:19](=[O:27])[C:20]3[CH:21]=[CH:22][C:23]([Cl:26])=[CH:24][CH:25]=3)=[C:5]3[CH:14]([CH2:15][C:16]([O:18][C:28]([CH3:31])([CH3:30])[CH3:29])=[O:17])[CH2:13][CH2:12][N:6]3[C:7]=2[CH:8]=[C:9]([F:11])[CH:10]=1. The catalyst class is: 11. (4) Reactant: [O:1]1[C:5]2[CH:6]=[CH:7][C:8]([NH:10][C:11]([C:13]3[C:21]4[C:16](=[CH:17][CH:18]=[CH:19][CH:20]=4)[NH:15][N:14]=3)=[O:12])=[CH:9][C:4]=2[O:3][CH2:2]1.[CH3:22][S:23]([C:26]1[CH:34]=[CH:33][C:29]([C:30](O)=[O:31])=[CH:28][CH:27]=1)(=[O:25])=[O:24].F[P-](F)(F)(F)(F)F.N1(O[P+](N2CCCC2)(N2CCCC2)N2CCCC2)C2C=CC=CC=2N=N1.C(N(C(C)C)CC)(C)C. Product: [O:1]1[C:5]2[CH:6]=[CH:7][C:8]([NH:10][C:11]([C:13]3[C:21]4[C:16](=[CH:17][CH:18]=[CH:19][CH:20]=4)[N:15]([C:30](=[O:31])[C:29]4[CH:28]=[CH:27][C:26]([S:23]([CH3:22])(=[O:25])=[O:24])=[CH:34][CH:33]=4)[N:14]=3)=[O:12])=[CH:9][C:4]=2[O:3][CH2:2]1. The catalyst class is: 3. (5) Reactant: [CH2:1]([O:8][C:9]1[CH:14]=[CH:13][C:12]([N:15]([CH2:30][CH:31]=[C:32]([CH3:34])[CH3:33])[CH2:16][C:17]([NH:20][C:21](=[O:29])[C@@H:22]([NH:27][CH3:28])[CH2:23][CH:24]([CH3:26])[CH3:25])([CH3:19])[CH3:18])=[CH:11][CH:10]=1)[C:2]1[CH:7]=[CH:6][CH:5]=[CH:4][CH:3]=1.C(=O)[CH2:36][CH:37]([CH3:39])[CH3:38].[BH-](OC(C)=O)(OC(C)=O)O[C:43](C)=O.[Na+]. Product: [CH2:1]([O:8][C:9]1[CH:14]=[CH:13][C:12]([N:15]([CH2:30][CH:31]=[C:32]([CH3:33])[CH3:34])[CH2:16][C:17]([NH:20][C:21](=[O:29])[C@@H:22]([N:27]([CH3:43])[CH2:28][CH2:36][CH:37]([CH3:39])[CH3:38])[CH2:23][CH:24]([CH3:26])[CH3:25])([CH3:19])[CH3:18])=[CH:11][CH:10]=1)[C:2]1[CH:3]=[CH:4][CH:5]=[CH:6][CH:7]=1. The catalyst class is: 2.